Dataset: Retrosynthesis with 50K atom-mapped reactions and 10 reaction types from USPTO. Task: Predict the reactants needed to synthesize the given product. (1) Given the product CC(=O)Nc1ccc(C2(NS(=O)C(C)(C)C)COC2)cc1, predict the reactants needed to synthesize it. The reactants are: CC(C)(C)S(=O)NC1(c2ccc(Br)cc2)COC1.CC(N)=O. (2) The reactants are: C1COCCN1.Cc1c(-c2ccccc2S(C)(=O)=O)nc2cc(F)ccc2c1N1CC(C)(C)c2ccc(I)cc21. Given the product Cc1c(-c2ccccc2S(C)(=O)=O)nc2cc(F)ccc2c1N1CC(C)(C)c2ccc(N3CCOCC3)cc21, predict the reactants needed to synthesize it.